This data is from Forward reaction prediction with 1.9M reactions from USPTO patents (1976-2016). The task is: Predict the product of the given reaction. (1) Given the reactants Cl.[NH2:2][CH:3]([CH:5]([C:14]1[CH:19]=[CH:18][C:17]([Cl:20])=[CH:16][CH:15]=1)[CH2:6][C:7]1[CH:12]=[CH:11][C:10]([Cl:13])=[CH:9][CH:8]=1)[CH3:4].[OH:21][CH2:22][C:23]([CH3:28])([CH3:27])[C:24](O)=[O:25].ON1C2C=CC=CC=2N=N1.C(N(C(C)C)CC)(C)C.Cl.CN(C)CCCN=C=NCC, predict the reaction product. The product is: [Cl:20][C:17]1[CH:16]=[CH:15][C:14]([CH:5]([CH2:6][C:7]2[CH:12]=[CH:11][C:10]([Cl:13])=[CH:9][CH:8]=2)[CH:3]([NH:2][C:22](=[O:21])[C:23]([CH3:28])([CH3:27])[CH2:24][OH:25])[CH3:4])=[CH:19][CH:18]=1. (2) Given the reactants [Cl:1][C:2]1[N:3]=[CH:4][CH:5]=[C:6]2[C:11]=1[N:10]=[CH:9][C:8]([O:12][CH2:13][CH:14]1[CH2:16]C1)=[CH:7]2.[O:17]1C(CO)=C[N:19]=[CH:18]1.ClC1N=CC=C2C=1N=CC(O)=C2, predict the reaction product. The product is: [Cl:1][C:2]1[N:3]=[CH:4][CH:5]=[C:6]2[C:11]=1[N:10]=[CH:9][C:8]([O:12][CH2:13][C:14]1[O:17][CH:18]=[N:19][CH:16]=1)=[CH:7]2. (3) Given the reactants S(=O)(=O)(O)O.[Br:6][C:7]1[C:16]2[C:11](=[CH:12][C:13]([C:17]([OH:19])=[O:18])=[CH:14][CH:15]=2)[C:10](=[O:20])[NH:9][N:8]=1.[CH2:21](O)[CH3:22], predict the reaction product. The product is: [CH2:21]([O:18][C:17]([C:13]1[CH:12]=[C:11]2[C:16](=[CH:15][CH:14]=1)[C:7]([Br:6])=[N:8][NH:9][C:10]2=[O:20])=[O:19])[CH3:22]. (4) Given the reactants Br[CH2:2][C:3]1[C:11]2[O:10][CH:9]=[CH:8][C:7]=2[CH:6]=[C:5]([N+:12]([O-:14])=[O:13])[CH:4]=1.C([O-])([O-])=O.[K+].[K+].[CH3:21][CH:22]1[NH:27][CH2:26][CH2:25][N:24]([C:28]([O:30][C:31]([CH3:34])([CH3:33])[CH3:32])=[O:29])[CH2:23]1, predict the reaction product. The product is: [CH3:21][CH:22]1[N:27]([CH2:2][C:3]2[C:11]3[O:10][CH:9]=[CH:8][C:7]=3[CH:6]=[C:5]([N+:12]([O-:14])=[O:13])[CH:4]=2)[CH2:26][CH2:25][N:24]([C:28]([O:30][C:31]([CH3:32])([CH3:34])[CH3:33])=[O:29])[CH2:23]1. (5) Given the reactants O1CCCC1.[CH:6]([C:8]1[C:17]([CH3:18])=[CH:16][C:15]2[C:14]([CH3:20])([CH3:19])[CH2:13][CH2:12][C:11]([CH3:22])([CH3:21])[C:10]=2[CH:9]=1)=O.[F:23][C:24]1[CH:38]=[C:37]([C:39](OC)=O)[CH:36]=[CH:35]C=1CP(=O)(OCC)OCC.[H-].[Na+].[C:45]([O:48][CH2:49]C)(=[O:47])[CH3:46], predict the reaction product. The product is: [F:23][C:24]1[CH:38]=[C:37](/[CH:39]=[CH:6]/[C:8]2[C:17]([CH3:18])=[CH:16][C:15]3[C:14]([CH3:20])([CH3:19])[CH2:13][CH2:12][C:11]([CH3:22])([CH3:21])[C:10]=3[CH:9]=2)[CH:36]=[CH:35][C:46]=1[C:45]([O:48][CH3:49])=[O:47].